From a dataset of Reaction yield outcomes from USPTO patents with 853,638 reactions. Predict the reaction yield, written as a fraction of the theoretical maximum amount of product (1.0 means a 100% yield; for example, 0.34 means a 34% yield). (1) The reactants are [Br:1][C:2]1[CH:3]=[C:4]([NH2:11])[C:5](=[CH:9][CH:10]=1)[C:6]([OH:8])=O.[CH2:12]([N:14](CC)CC)[CH3:13].C(Cl)(=O)C.C(=O)([O-])[O-].[NH4+].[NH4+]. The catalyst is CN(C)C1C=CN=CC=1.CN(C)C=O.O. The product is [Br:1][C:2]1[CH:3]=[C:4]2[C:5]([C:6](=[O:8])[NH:14][C:12]([CH3:13])=[N:11]2)=[CH:9][CH:10]=1. The yield is 0.510. (2) The reactants are [NH2:1][C:2]1[CH:3]=[C:4]([CH:8]=[CH:9][C:10]=1[NH:11][CH2:12][CH3:13])[C:5]([OH:7])=[O:6].[N:14]([O-])=O.[Na+]. The catalyst is CC(O)=O.O. The product is [CH2:12]([N:11]1[C:10]2[CH:9]=[CH:8][C:4]([C:5]([OH:7])=[O:6])=[CH:3][C:2]=2[N:1]=[N:14]1)[CH3:13]. The yield is 0.730. (3) The reactants are [CH3:1][C:2]1[C:7](/[CH:8]=[C:9](/[N+:11]([O-:13])=[O:12])\[CH3:10])=[CH:6][CH:5]=[CH:4][C:3]=1[NH:14][C:15](=[O:24])[O:16][CH2:17][C:18]1[CH:23]=[CH:22][CH:21]=[CH:20][CH:19]=1.[Br:25][C:26]1[CH:34]=[C:33]2[C:29]([CH:30]=[CH:31][NH:32]2)=[CH:28][CH:27]=1. No catalyst specified. The product is [Br:25][C:26]1[CH:34]=[C:33]2[C:29]([C:30]([CH:8]([C:7]3[C:2]([CH3:1])=[C:3]([NH:14][C:15](=[O:24])[O:16][CH2:17][C:18]4[CH:23]=[CH:22][CH:21]=[CH:20][CH:19]=4)[CH:4]=[CH:5][CH:6]=3)[CH:9]([N+:11]([O-:13])=[O:12])[CH3:10])=[CH:31][NH:32]2)=[CH:28][CH:27]=1. The yield is 0.310. (4) The reactants are [Cl:1][C:2]1[CH:9]=[C:8]([C:10]2[CH:11]=[N:12][CH:13]=[C:14]([F:18])[C:15]=2[CH:16]=[O:17])[CH:7]=[CH:6][C:3]=1[C:4]#[N:5].[BH4-].[Na+].C(Cl)Cl. The catalyst is C1COCC1.O. The product is [Cl:1][C:2]1[CH:9]=[C:8]([C:10]2[CH:11]=[N:12][CH:13]=[C:14]([F:18])[C:15]=2[CH2:16][OH:17])[CH:7]=[CH:6][C:3]=1[C:4]#[N:5]. The yield is 0.460. (5) No catalyst specified. The yield is 0.110. The reactants are Br[C:2]1[CH:7]=[CH:6][CH:5]=[CH:4][N:3]=1.[CH2:8]([C:12]1[O:13][C:14]2[CH:20]=[CH:19][CH:18]=[C:17]([Cl:21])[C:15]=2[N:16]=1)[CH2:9][C:10]#[CH:11]. The product is [Cl:21][C:17]1[C:15]2[N:16]=[C:12]([CH2:8][CH2:9][C:10]#[C:11][C:2]3[CH:7]=[CH:6][CH:5]=[CH:4][N:3]=3)[O:13][C:14]=2[CH:20]=[CH:19][CH:18]=1. (6) The reactants are [CH2:1]([O:8][C:9]([N:11]1[CH2:16][CH2:15][C:14](=[O:17])[CH2:13][CH2:12]1)=[O:10])[C:2]1[CH:7]=[CH:6][CH:5]=[CH:4][CH:3]=1.CCN(C(C)C)C(C)C.FC(F)(F)S(O[Si](C)(C)C)(=O)=O.[Br:39]N1C(=O)CCC1=O. The catalyst is C(Cl)Cl. The product is [Br:39][CH:13]1[C:14](=[O:17])[CH2:15][CH2:16][N:11]([C:9]([O:8][CH2:1][C:2]2[CH:7]=[CH:6][CH:5]=[CH:4][CH:3]=2)=[O:10])[CH2:12]1. The yield is 0.900. (7) The yield is 0.648. The product is [CH:1]1([N:4]([CH3:24])[C:5]2[N:9]=[C:8]([CH2:10][CH2:11][C:12]3[N:22]=[C:15]4[C:16]([CH3:21])=[N:17][CH:18]=[C:19]([CH3:20])[N:14]4[N:13]=3)[N:7]([CH3:23])[N:6]=2)[CH2:3][CH2:2]1. The reactants are [CH:1]1([N:4]([CH3:24])[C:5]2[N:9]=[C:8]([CH:10]=[CH:11][C:12]3[N:22]=[C:15]4[C:16]([CH3:21])=[N:17][CH:18]=[C:19]([CH3:20])[N:14]4[N:13]=3)[N:7]([CH3:23])[N:6]=2)[CH2:3][CH2:2]1. The catalyst is [Pd].CO.